Dataset: Retrosynthesis with 50K atom-mapped reactions and 10 reaction types from USPTO. Task: Predict the reactants needed to synthesize the given product. (1) Given the product CS(=O)(=O)OC1CCC(Oc2c(F)cc(-c3ccc(S(C)(=O)=O)cc3)cc2F)CC1, predict the reactants needed to synthesize it. The reactants are: CS(=O)(=O)Cl.CS(=O)(=O)c1ccc(-c2cc(F)c(OC3CCC(O)CC3)c(F)c2)cc1. (2) Given the product CC(C)(C)c1c(NC(=O)Cc2ccc(F)cc2)nn2cccnc12, predict the reactants needed to synthesize it. The reactants are: CC(C)(C)c1c(N)nn2cccnc12.O=C(Cl)Cc1ccc(F)cc1.